From a dataset of Experimentally validated miRNA-target interactions with 360,000+ pairs, plus equal number of negative samples. Binary Classification. Given a miRNA mature sequence and a target amino acid sequence, predict their likelihood of interaction. (1) The miRNA is hsa-miR-363-3p with sequence AAUUGCACGGUAUCCAUCUGUA. Result: 1 (interaction). The protein sequence of the target gene is MNQELLSVGSKRRRTGGSLRGNPSSSQVDEEQMNRVVEEEQQQQLRQQEEEHTARNGEVVGVEPRPGGQNDSQQGQLEENNNRFISVDEDSSGNQEEQEEDEEHAGEQDEEDEEEEEMDQESDDFDQSDDSSREDEHTHTNSVTNSSSIVDLPVHQLSSPFYTKTTKMKRKLDHGSEVRSFSLGKKPCKVSEYTSTTGLVPCSATPTTFGDLRAANGQGQQRRRITSVQPPTGLQEWLKMFQSWSGPEKLLALDELIDSCEPTQVKHMMQVIEPQFQRDFISLLPKELALYVLSFLEPKD.... (2) The miRNA is cel-miR-80-5p with sequence AGCUUUCGACAUGAUUCUGAAC. The protein sequence of the target gene is MADPWQECMDYAVTLARQAGEVVCEAIKNEMNVMLKSSPVDLVTATDQKVEKMLISSIKEKYPSHSFIGEESVAAGEKSILTDNPTWIIDPIDGTTNFVHRFPFVAVSIGFAVNKKIEFGVVYSCVEGKMYTARKGKGAFCNGQKLQVSQQEDITKSLLVTELGSSRTPETVRMVLSNMEKLFCIPVHGIRSVGTAAVNMCLVATGGADAYYEMGIHCWDVAGAGIIVTEAGGVLMDVTGGPFDLMSRRVIAANNRILAERIAKEIQVIPLQRDDED. Result: 0 (no interaction). (3) The miRNA is mmu-miR-133a-5p with sequence GCUGGUAAAAUGGAACCAAAU. The protein sequence of the target gene is MAISPGPLFLIFVLGLVVIPPTLAQDDSRYTKFLTQHHDAKPKGRDDRYCERMMKRRSLTSPCKDVNTFIHGNKSNIKAICGANGSPYRENLRMSKSPFQVTTCKHTGGSPRPPCQYRASAGFRHVVIACENGLPVHFDESFFSL. Result: 0 (no interaction). (4) The miRNA is mmu-miR-5627-3p with sequence ACAGGGCUCUCCGGCGCCCCUCGU. The protein sequence of the target gene is MDRSSLLQLIQEQQLDPENTGFIGADTFAGLVHSHELPLDPTKLDMLVALAQSNERGQVCYQELVDLISSKRSSSFKRAIANGQRALPRDGLLDEPGLSVYKRFVRYVAYEILPCEVDRRWYFYRHRTCPPPVFMASVTLAQIIVFLCYGARLNKWVLQTYHPEYMKSPLVYHPGHRARAWRFLTYMFMHVGLEQLGFNALLQLMIGVPLEMVHGVLRISLLYLAGVLAGSLTVSITDMRAPVVGGSGGVYALCSAHLANVVMNWAGMRCPYKLLRMVLALVCMSSEVGRAVWLRFSPPL.... Result: 0 (no interaction). (5) The miRNA is hsa-miR-361-3p with sequence UCCCCCAGGUGUGAUUCUGAUUU. The protein sequence of the target gene is MEISMPPPQIYVEKTLAIIKPDIVDKEEEIQDIILRSGFTIVQRRKLRLSPEQCSNFYVEKYGKMFFPNLTAYMSSGPLVAMILARHKAISYWLELLGPNNSLVAKETHPDSLRAIYGTDDLRNALHGSNDFAAAEREIRFMFPEVIVEPIPIGQAAKDYLNLHIMPTLLEGLTELCKQKPADPLIWLADWLLKNNPNKPKLCHHPIVEEPY. Result: 0 (no interaction). (6) The miRNA is hsa-miR-1184 with sequence CCUGCAGCGACUUGAUGGCUUCC. The protein sequence of the target gene is MSELTKELMELVWGTKSSPGLSDTIFCRWTQGFVFSESEGSALEQFEGGPCAVIAPVQAFLLKKLLFSSEKSSWRDCSEEEQKELLCHTLCDILESACCDHSGSYCLVSWLRGKTTEETASISGSPAESSCQVEHSSALAVEELGFERFHALIQKRSFRSLPELKDAVLDQYSMWGNKFGVLLFLYSVLLTKGIENIKNEIEDASEPLIDPVYGHGSQSLINLLLTGHAVSNVWDGDRECSGMKLLGIHEQAAVGFLTLMEALRYCKVGSYLKSPKFPIWIVGSETHLTVFFAKDMALVA.... Result: 0 (no interaction). (7) The miRNA is hsa-miR-409-3p with sequence GAAUGUUGCUCGGUGAACCCCU. The protein sequence of the target gene is MATSATSPHAPGFPAEGRCGYYVEKKKRFCRMVVAAGKRFCGEHAGAAEEEDARKRILCPLDPKHTVYEDQLAKHLKKCNSREKPKPDFYIQDINAGLRDETEIPEQLVPISSLSEEQLEKLIKKLRKASEGLNSTLKDHIMSHPALHDALNDPKNGDSATKHLKQQASILGNIENLKLLGPRRCFVEFGAGKGKLSHWVDIALKDAEKVHFILVEKVTTRFKVDGKHRKKNSVFERLQIDIQHLCLNKIPVLREEKLPVVGIGKHLCGMATDLALRCLVETYAASFEERNEEPLAKRIK.... Result: 1 (interaction).